This data is from Reaction yield outcomes from USPTO patents with 853,638 reactions. The task is: Predict the reaction yield, written as a fraction of the theoretical maximum amount of product (1.0 means a 100% yield; for example, 0.34 means a 34% yield). (1) The reactants are [O:1]=[C:2]1[C:10]2[C:5](=[CH:6][CH:7]=[CH:8][CH:9]=2)[C:4](=[O:11])[N:3]1[CH2:12][CH2:13][CH2:14][C:15]1[CH:16]=[C:17]([CH:20]=[CH:21][CH:22]=1)[CH:18]=O.[Br-].[Cl:24][C:25]1[CH:50]=[CH:49][C:28]([CH2:29][P+](C2C=CC=CC=2)(C2C=CC=CC=2)C2C=CC=CC=2)=[CH:27][CH:26]=1. No catalyst specified. The product is [Cl:24][C:25]1[CH:26]=[CH:27][C:28](/[CH:29]=[CH:18]/[C:17]2[CH:16]=[C:15]([CH2:14][CH2:13][CH2:12][N:3]3[C:4](=[O:11])[C:5]4[C:10](=[CH:9][CH:8]=[CH:7][CH:6]=4)[C:2]3=[O:1])[CH:22]=[CH:21][CH:20]=2)=[CH:49][CH:50]=1.[Cl:24][C:25]1[CH:26]=[CH:27][C:28](/[CH:29]=[CH:18]\[C:17]2[CH:16]=[C:15]([CH2:14][CH2:13][CH2:12][N:3]3[C:4](=[O:11])[C:5]4[C:10](=[CH:9][CH:8]=[CH:7][CH:6]=4)[C:2]3=[O:1])[CH:22]=[CH:21][CH:20]=2)=[CH:49][CH:50]=1. The yield is 0.100. (2) The reactants are [Cl:1][C:2]1[CH:24]=[C:23]([C:25]([NH:27][CH2:28][C:29]2[CH:34]=[CH:33][CH:32]=[C:31]([OH:35])[CH:30]=2)=[O:26])[CH:22]=[C:21]([CH3:36])[C:3]=1[C:4]([NH:6][C@H:7]([C:17]([O:19]C)=[O:18])[CH2:8][NH:9][C:10]([C:12]1[S:13][CH:14]=[CH:15][CH:16]=1)=[O:11])=[O:5].[OH-].[Na+]. The catalyst is CO.O. The product is [Cl:1][C:2]1[CH:24]=[C:23]([C:25]([NH:27][CH2:28][C:29]2[CH:34]=[CH:33][CH:32]=[C:31]([OH:35])[CH:30]=2)=[O:26])[CH:22]=[C:21]([CH3:36])[C:3]=1[C:4]([NH:6][C@H:7]([C:17]([OH:19])=[O:18])[CH2:8][NH:9][C:10]([C:12]1[S:13][CH:14]=[CH:15][CH:16]=1)=[O:11])=[O:5]. The yield is 0.750.